Dataset: Catalyst prediction with 721,799 reactions and 888 catalyst types from USPTO. Task: Predict which catalyst facilitates the given reaction. (1) Reactant: [F:1][C@H:2]1[CH2:6][NH:5][C@H:4]([C:7]([NH:9][CH2:10][C:11]2[C:16]([O:17][CH3:18])=[CH:15][N:14]=[C:13]([C:19]3[CH:20]=[N:21][C:22]([C:25]([F:28])([F:27])[F:26])=[N:23][CH:24]=3)[CH:12]=2)=[O:8])[CH2:3]1.[F:29][C:30]1[CH:35]=[CH:34][C:33]([S:36](Cl)(=[O:38])=[O:37])=[CH:32][CH:31]=1. Product: [F:1][C@H:2]1[CH2:6][N:5]([S:36]([C:33]2[CH:34]=[CH:35][C:30]([F:29])=[CH:31][CH:32]=2)(=[O:38])=[O:37])[C@H:4]([C:7]([NH:9][CH2:10][C:11]2[C:16]([O:17][CH3:18])=[CH:15][N:14]=[C:13]([C:19]3[CH:20]=[N:21][C:22]([C:25]([F:28])([F:27])[F:26])=[N:23][CH:24]=3)[CH:12]=2)=[O:8])[CH2:3]1. The catalyst class is: 46. (2) Reactant: C[O:2][C:3]([C:5]1[CH:10]=[CH:9][C:8]([C:11]2[CH:16]=[CH:15][C:14]([O:17][CH2:18][C:19]3[N:20]([C:27]4[C:32]([Cl:33])=[CH:31][CH:30]=[CH:29][C:28]=4[Cl:34])[N:21]=[N:22][C:23]=3[CH:24]([CH3:26])[CH3:25])=[CH:13][C:12]=2[CH3:35])=[CH:7][CH:6]=1)=[O:4].[OH-].[Na+]. Product: [Cl:34][C:28]1[CH:29]=[CH:30][CH:31]=[C:32]([Cl:33])[C:27]=1[N:20]1[C:19]([CH2:18][O:17][C:14]2[CH:15]=[CH:16][C:11]([C:8]3[CH:9]=[CH:10][C:5]([C:3]([OH:4])=[O:2])=[CH:6][CH:7]=3)=[C:12]([CH3:35])[CH:13]=2)=[C:23]([CH:24]([CH3:26])[CH3:25])[N:22]=[N:21]1. The catalyst class is: 5. (3) Reactant: [Na].[CH:2]1[C:11]2[C:6](=CC=C[CH:10]=2)[CH:5]=[CH:4][CH:3]=1.[O:12]1[CH2:17][CH2:16][CH:15]([CH:18]2[CH2:21][N:20]([S:22](OC3C=CC(C)=CC=3)(=[O:24])=[O:23])[CH2:19]2)[CH2:14][CH2:13]1. Product: [NH3:20].[C:11]1([CH3:10])[CH:6]=[CH:5][C:4]([S:22]([OH:24])=[O:23])=[CH:3][CH:2]=1.[O:12]1[CH2:17][CH2:16][CH:15]([CH:18]2[CH2:21][NH:20][CH2:19]2)[CH2:14][CH2:13]1. The catalyst class is: 57. (4) Reactant: [C:1]([O:5][C:6](=[O:18])[NH:7][C:8]1[C:9]([N+:15]([O-:17])=[O:16])=[N:10][C:11]([Br:14])=[CH:12][CH:13]=1)([CH3:4])([CH3:3])[CH3:2].[H-].[Na+].[CH3:21]I. Product: [C:1]([O:5][C:6](=[O:18])[N:7]([C:8]1[C:9]([N+:15]([O-:17])=[O:16])=[N:10][C:11]([Br:14])=[CH:12][CH:13]=1)[CH3:21])([CH3:4])([CH3:2])[CH3:3]. The catalyst class is: 3. (5) Reactant: CS(O[CH:6]1[CH2:9][N:8]([C:10]2[S:11][CH:12]=[C:13]([C:15](=[O:33])[NH:16][CH2:17][CH2:18][NH:19][C:20]([O:22][CH2:23][C:24]3[CH:29]=[CH:28][C:27]([N+:30]([O-:32])=[O:31])=[CH:26][CH:25]=3)=[O:21])[N:14]=2)[CH2:7]1)(=O)=O.[C:34]([O-:37])(=[S:36])[CH3:35].[K+]. Product: [C:34]([S:36][CH:6]1[CH2:9][N:8]([C:10]2[S:11][CH:12]=[C:13]([C:15](=[O:33])[NH:16][CH2:17][CH2:18][NH:19][C:20]([O:22][CH2:23][C:24]3[CH:25]=[CH:26][C:27]([N+:30]([O-:32])=[O:31])=[CH:28][CH:29]=3)=[O:21])[N:14]=2)[CH2:7]1)(=[O:37])[CH3:35]. The catalyst class is: 9.